From a dataset of Peptide-MHC class I binding affinity with 185,985 pairs from IEDB/IMGT. Regression. Given a peptide amino acid sequence and an MHC pseudo amino acid sequence, predict their binding affinity value. This is MHC class I binding data. (1) The peptide sequence is MMKDEPVVF. The MHC is HLA-A02:03 with pseudo-sequence HLA-A02:03. The binding affinity (normalized) is 0.402. (2) The peptide sequence is MMNITRLEVI. The MHC is HLA-A02:06 with pseudo-sequence HLA-A02:06. The binding affinity (normalized) is 0.547. (3) The peptide sequence is REVFYFGKF. The MHC is HLA-A02:06 with pseudo-sequence HLA-A02:06. The binding affinity (normalized) is 0.0847. (4) The peptide sequence is ERYFRINSL. The MHC is HLA-B42:01 with pseudo-sequence HLA-B42:01. The binding affinity (normalized) is 0.320. (5) The peptide sequence is RENLLLGVGL. The MHC is H-2-Db with pseudo-sequence H-2-Db. The binding affinity (normalized) is 0.0762. (6) The peptide sequence is VFYLYSLL. The MHC is HLA-A02:02 with pseudo-sequence HLA-A02:02. The binding affinity (normalized) is 0.160. (7) The peptide sequence is LPNRRHHLI. The MHC is HLA-B39:01 with pseudo-sequence HLA-B39:01. The binding affinity (normalized) is 0.0847. (8) The peptide sequence is KIYYYVMV. The MHC is H-2-Db with pseudo-sequence H-2-Db. The binding affinity (normalized) is 0. (9) The peptide sequence is DDIDEEDDDL. The MHC is Mamu-B01 with pseudo-sequence Mamu-B01. The binding affinity (normalized) is 0. (10) The peptide sequence is ITATIEGRK. The MHC is HLA-A33:01 with pseudo-sequence HLA-A33:01. The binding affinity (normalized) is 0.0641.